Dataset: Catalyst prediction with 721,799 reactions and 888 catalyst types from USPTO. Task: Predict which catalyst facilitates the given reaction. (1) Product: [C:34]([O:38][C:39]([NH:40][CH2:41][CH:42]([C:12]1([C:15]([O:17][CH3:18])=[O:16])[CH2:11][CH2:10][N:9]([C:19]([O:21][C:22]([CH3:25])([CH3:24])[CH3:23])=[O:20])[CH2:14][CH2:13]1)[OH:43])=[O:44])([CH3:37])([CH3:36])[CH3:35]. Reactant: [Li+].CC([N-]C(C)C)C.[N:9]1([C:19]([O:21][C:22]([CH3:25])([CH3:24])[CH3:23])=[O:20])[CH2:14][CH2:13][CH:12]([C:15]([O:17][CH3:18])=[O:16])[CH2:11][CH2:10]1.CN(CCN(C)C)C.[C:34]([O:38][C:39](=[O:44])[NH:40][CH2:41][CH:42]=[O:43])([CH3:37])([CH3:36])[CH3:35]. The catalyst class is: 1. (2) Product: [C:28]([O:27][C:25](=[O:26])[NH:14][CH2:13][C:12]1[CH:15]=[CH:16][CH:17]=[C:10]([CH2:9][OH:8])[CH:11]=1)([CH3:31])([CH3:30])[CH3:29]. The catalyst class is: 34. Reactant: [Si]([O:8][CH2:9][C:10]1[CH:11]=[C:12]([CH:15]=[CH:16][CH:17]=1)[CH2:13][NH2:14])(C(C)(C)C)(C)C.CCN(CC)CC.[C:25](O[C:25]([O:27][C:28]([CH3:31])([CH3:30])[CH3:29])=[O:26])([O:27][C:28]([CH3:31])([CH3:30])[CH3:29])=[O:26]. (3) Reactant: [NH:1]([C:14]([O:16][C:17]([CH3:20])([CH3:19])[CH3:18])=[O:15])[C@@H:2]([C:10](OC)=[O:11])[CH2:3][C:4]1[CH:9]=[CH:8][CH:7]=[CH:6][CH:5]=1.O.[NH2:22][NH2:23]. Product: [NH2:22][NH:23][C:10](=[O:11])[C@H:2]([NH:1][C:14]([O:16][C:17]([CH3:20])([CH3:19])[CH3:18])=[O:15])[CH2:3][C:4]1[CH:9]=[CH:8][CH:7]=[CH:6][CH:5]=1. The catalyst class is: 125. (4) Reactant: [Cl:1][C:2]1[C:3]([C:9]2[N:14]=[C:13]([N:15]([CH3:23])[CH2:16][CH:17]3[CH2:22][CH2:21][O:20][CH2:19][CH2:18]3)[CH:12]=[N:11][CH:10]=2)=[CH:4][C:5](F)=[N:6][CH:7]=1.C(OC(=O)[NH:30][CH2:31][C@H:32]1[CH2:37][CH2:36][C@H:35]([NH2:38])[CH2:34][CH2:33]1)(C)(C)C.Cl. Product: [NH2:30][CH2:31][C@H:32]1[CH2:37][CH2:36][C@H:35]([NH:38][C:5]2[CH:4]=[C:3]([C:9]3[N:14]=[C:13]([N:15]([CH3:23])[CH2:16][CH:17]4[CH2:22][CH2:21][O:20][CH2:19][CH2:18]4)[CH:12]=[N:11][CH:10]=3)[C:2]([Cl:1])=[CH:7][N:6]=2)[CH2:34][CH2:33]1. The catalyst class is: 16. (5) Reactant: [CH3:1][O:2][C:3]1[CH:9]=[C:8]([O:10][CH2:11][C:12]([F:15])([F:14])[F:13])[C:7]([CH3:16])=[CH:6][C:4]=1[NH2:5].[C:17](Cl)(Cl)=[O:18]. Product: [N:5]([C:4]1[CH:6]=[C:7]([CH3:16])[C:8]([O:10][CH2:11][C:12]([F:13])([F:14])[F:15])=[CH:9][C:3]=1[O:2][CH3:1])=[C:17]=[O:18]. The catalyst class is: 25. (6) Reactant: [O:1]=[C:2]([CH2:14][CH2:15][CH2:16][CH2:17][C:18]1[CH:23]=[CH:22][CH:21]=[CH:20][CH:19]=1)[CH2:3][CH2:4][CH2:5][CH2:6][CH2:7][CH2:8][CH2:9][C:10]([O:12][CH3:13])=[O:11].[CH2:24](O)[CH2:25][OH:26].C([O-])([O-])OC. Product: [C:18]1([CH2:17][CH2:16][CH2:15][CH2:14][C:2]2([CH2:3][CH2:4][CH2:5][CH2:6][CH2:7][CH2:8][CH2:9][C:10]([O:12][CH3:13])=[O:11])[O:26][CH2:25][CH2:24][O:1]2)[CH:19]=[CH:20][CH:21]=[CH:22][CH:23]=1. The catalyst class is: 743. (7) Product: [CH2:23]([C:25]1[CH:26]=[CH:27][C:28]([F:52])=[C:29]([C:31]2[CH:36]=[N:35][C:34]([N:37]3[C:45]4[C:40](=[CH:41][CH:42]=[C:43]([C:46]([O:48][CH3:49])=[O:47])[CH:44]=4)[C:39]([CH:50]=[O:51])=[CH:38]3)=[N:33][CH:32]=2)[CH:30]=1)[CH3:24]. Reactant: CC(OI1(OC(C)=O)(OC(C)=O)OC(=O)C2C=CC=CC1=2)=O.[CH2:23]([C:25]1[CH:26]=[CH:27][C:28]([F:52])=[C:29]([C:31]2[CH:32]=[N:33][C:34]([N:37]3[C:45]4[C:40](=[CH:41][CH:42]=[C:43]([C:46]([O:48][CH3:49])=[O:47])[CH:44]=4)[C:39]([CH2:50][OH:51])=[CH:38]3)=[N:35][CH:36]=2)[CH:30]=1)[CH3:24]. The catalyst class is: 4. (8) Reactant: Cl[C:2]1[C:11]2=[N:12][N:13](CC3C=CC(OC)=CC=3)[CH:14]=[C:10]2[C:9]2[CH:8]=[CH:7][CH:6]=[CH:5][C:4]=2[N:3]=1.[NH2:24][C:25]1[CH:30]=[CH:29][CH:28]=[CH:27][CH:26]=1.Cl. Product: [C:25]1([NH:24][C:2]2[C:11]3=[N:12][NH:13][CH:14]=[C:10]3[C:9]3[CH:8]=[CH:7][CH:6]=[CH:5][C:4]=3[N:3]=2)[CH:30]=[CH:29][CH:28]=[CH:27][CH:26]=1. The catalyst class is: 71. (9) Reactant: [CH:1]1([Mg]Cl)[CH2:5][CH2:4][CH2:3][CH2:2]1.[N:8]12[CH2:15][CH2:14][CH:11]([CH2:12][CH2:13]1)[C@@H:10]([O:16][C:17](=[O:25])[C:18]([C:20]1[O:21][CH:22]=[CH:23][CH:24]=1)=[O:19])[CH2:9]2.[Cl-].[NH4+]. Product: [N:8]12[CH2:15][CH2:14][CH:11]([CH2:12][CH2:13]1)[C@@H:10]([O:16][C:17](=[O:25])[C:18]([CH:1]1[CH2:5][CH2:4][CH2:3][CH2:2]1)([C:20]1[O:21][CH:22]=[CH:23][CH:24]=1)[OH:19])[CH2:9]2. The catalyst class is: 332. (10) Reactant: [CH3:1][C:2]12[O:12][CH:11]1[CH2:10][CH2:9][C:4]1([CH2:8][CH2:7][CH2:6][CH2:5]1)[CH:3]2[C:13]([O:15][CH3:16])=[O:14].[Na].Cl. Product: [OH:12][CH:11]1[CH2:10][CH2:9][C:4]2([CH2:8][CH2:7][CH2:6][CH2:5]2)[C:3]([C:13]([O:15][CH3:16])=[O:14])=[C:2]1[CH3:1]. The catalyst class is: 5.